From a dataset of Peptide-MHC class I binding affinity with 185,985 pairs from IEDB/IMGT. Regression. Given a peptide amino acid sequence and an MHC pseudo amino acid sequence, predict their binding affinity value. This is MHC class I binding data. The peptide sequence is LLLENKSLTI. The MHC is HLA-A68:02 with pseudo-sequence HLA-A68:02. The binding affinity (normalized) is 0.153.